From a dataset of Catalyst prediction with 721,799 reactions and 888 catalyst types from USPTO. Predict which catalyst facilitates the given reaction. (1) The catalyst class is: 3. Product: [F:23][CH2:22][CH2:21][O:1][CH:2]1[CH2:6][N:5]([C:7]([O:9][C:10]([CH3:11])([CH3:12])[CH3:13])=[O:8])[CH:4]([C:14]([O:16][CH3:17])=[O:15])[CH2:3]1. Reactant: [OH:1][CH:2]1[CH2:6][N:5]([C:7]([O:9][C:10]([CH3:13])([CH3:12])[CH3:11])=[O:8])[CH:4]([C:14]([O:16][CH3:17])=[O:15])[CH2:3]1.[H-].[Na+].Br[CH2:21][CH2:22][F:23]. (2) Reactant: [CH3:1][O:2][C:3]1[C:4]([CH3:37])=[C:5]([C@@H:9]2[C:15]3[CH:16]=[C:17]([C:20]([F:23])([F:22])[F:21])[CH:18]=[CH:19][C:14]=3[N:13]3[C:24]([C:27]([F:30])([F:29])[F:28])=[N:25][N:26]=[C:12]3[C@@H:11]([CH2:31][C:32]([O:34][CH2:35][CH3:36])=[O:33])[O:10]2)[CH:6]=[CH:7][CH:8]=1.CCCCCC. Product: [CH3:1][O:2][C:3]1[C:4]([CH3:37])=[C:5]([C@@H:9]2[C:15]3[CH:16]=[C:17]([C:20]([F:21])([F:22])[F:23])[CH:18]=[CH:19][C:14]=3[N:13]3[C:24]([C:27]([F:30])([F:29])[F:28])=[N:25][N:26]=[C:12]3[C@@H:11]([CH2:31][C:32]([O:34][CH2:35][CH3:36])=[O:33])[O:10]2)[CH:6]=[CH:7][CH:8]=1.[CH3:1][O:2][C:3]1[C:4]([CH3:37])=[C:5]([C@H:9]2[C:15]3[CH:16]=[C:17]([C:20]([F:21])([F:22])[F:23])[CH:18]=[CH:19][C:14]=3[N:13]3[C:24]([C:27]([F:30])([F:29])[F:28])=[N:25][N:26]=[C:12]3[C@H:11]([CH2:31][C:32]([O:34][CH2:35][CH3:36])=[O:33])[O:10]2)[CH:6]=[CH:7][CH:8]=1. The catalyst class is: 4.